Dataset: Catalyst prediction with 721,799 reactions and 888 catalyst types from USPTO. Task: Predict which catalyst facilitates the given reaction. (1) Reactant: [CH2:1]([O:3][C:4]([N:6]1[CH2:11][CH:10]=[C:9]([C:12]2[C:20]3[C:15](=[N:16][CH:17]=[CH:18][CH:19]=3)[NH:14][CH:13]=2)[CH2:8][CH2:7]1)=[O:5])[CH3:2]. Product: [CH2:1]([O:3][C:4]([N:6]1[CH2:11][CH2:10][CH:9]([C:12]2[C:20]3[C:15](=[N:16][CH:17]=[CH:18][CH:19]=3)[NH:14][CH:13]=2)[CH2:8][CH2:7]1)=[O:5])[CH3:2]. The catalyst class is: 29. (2) Reactant: Br[CH:2](Br)[C:3]([C:5]1[N:6]=[CH:7][S:8][C:9]=1[C:10]([F:13])([F:12])[F:11])=O.Cl.Cl.[N:17]1[CH:22]=[CH:21][C:20]([NH2:23])=[C:19]([NH2:24])[C:18]=1[NH2:25].C([O-])(O)=O.[Na+]. Product: [F:11][C:10]([F:13])([F:12])[C:9]1[S:8][CH:7]=[N:6][C:5]=1[C:3]1[N:25]=[C:18]2[N:17]=[CH:22][CH:21]=[C:20]([NH2:23])[C:19]2=[N:24][CH:2]=1. The catalyst class is: 127. (3) Reactant: [C:1]([C:5]1[CH:10]=[CH:9][CH:8]=[CH:7][C:6]=1[N:11]1[C:15](=O)[CH2:14][CH2:13][C:12]1=O)([CH3:4])([CH3:3])[CH3:2].C1(C)C=CC=CC=1. Product: [C:1]([C:5]1[CH:10]=[CH:9][CH:8]=[CH:7][C:6]=1[N:11]1[CH2:12][CH2:13][CH2:14][CH2:15]1)([CH3:4])([CH3:2])[CH3:3]. The catalyst class is: 1. (4) Reactant: Br[CH2:2][C:3]1[N:8]=[CH:7][C:6]([C:9]([NH:11][C:12]2[CH:17]=[CH:16][C:15]([Cl:18])=[C:14]([C:19]3[CH:24]=[CH:23][CH:22]=[CH:21][N:20]=3)[CH:13]=2)=[O:10])=[CH:5][CH:4]=1.[NH:25]1[CH2:30][CH2:29][O:28][CH2:27][CH2:26]1. Product: [Cl:18][C:15]1[CH:16]=[CH:17][C:12]([NH:11][C:9]([C:6]2[CH:7]=[N:8][C:3]([CH2:2][N:25]3[CH2:30][CH2:29][O:28][CH2:27][CH2:26]3)=[CH:4][CH:5]=2)=[O:10])=[CH:13][C:14]=1[C:19]1[CH:24]=[CH:23][CH:22]=[CH:21][N:20]=1. The catalyst class is: 16. (5) Reactant: [C:1]([NH:5]/[N:6]=[C:7](\[CH3:13])/[C:8]([O:10][CH2:11][CH3:12])=[O:9])([CH3:4])([CH3:3])[CH3:2].[Cl-].Cl[CH:16]=[N+](C)C.[C:20](=[O:23])(O)[O-].[Na+]. Product: [C:1]([N:5]1[CH:16]=[C:13]([CH:20]=[O:23])[C:7]([C:8]([O:10][CH2:11][CH3:12])=[O:9])=[N:6]1)([CH3:4])([CH3:3])[CH3:2]. The catalyst class is: 11. (6) Reactant: C1(N2[C:12](=[O:13])[C:11]3[S:14][CH:15]=[C:16]([C:17]4[CH:22]=[CH:21][CH:20]=[CH:19][CH:18]=4)[C:10]=3[N:9]=[CH:8]2)C=CC=CC=1.NC1C(C2C=CC=CC=2)=CSC=1C(OC)=O.C(OCC)(OCC)OCC.[CH3:49][O:50][C:51]1[CH:52]=[C:53]([CH:55]=[C:56]([O:58][CH3:59])[CH:57]=1)[NH2:54]. Product: [CH3:59][O:58][C:56]1[CH:55]=[C:53]([N:54]2[C:12](=[O:13])[C:11]3[S:14][CH:15]=[C:16]([C:17]4[CH:22]=[CH:21][CH:20]=[CH:19][CH:18]=4)[C:10]=3[N:9]=[CH:8]2)[CH:52]=[C:51]([O:50][CH3:49])[CH:57]=1. The catalyst class is: 15. (7) Reactant: CC([N:5]([C@H:9]([CH3:13])[CH2:10][CH2:11][NH2:12])[C:6](=[O:8])[O-:7])(C)C.[CH3:14][C:15](N([C@H](C)CC#N)C(=O)[O-])([CH3:17])[CH3:16].N. Product: [NH2:12][CH2:11][CH2:10][C@H:9]([NH:5][C:6](=[O:8])[O:7][C:15]([CH3:17])([CH3:16])[CH3:14])[CH3:13]. The catalyst class is: 171.